Dataset: NCI-60 drug combinations with 297,098 pairs across 59 cell lines. Task: Regression. Given two drug SMILES strings and cell line genomic features, predict the synergy score measuring deviation from expected non-interaction effect. (1) Drug 1: C1=NC(=NC(=O)N1C2C(C(C(O2)CO)O)O)N. Drug 2: C1=NC2=C(N1)C(=S)N=CN2. Cell line: NCIH23. Synergy scores: CSS=40.5, Synergy_ZIP=-1.16, Synergy_Bliss=1.92, Synergy_Loewe=-8.59, Synergy_HSA=3.18. (2) Drug 1: C1CN1C2=NC(=NC(=N2)N3CC3)N4CC4. Drug 2: C1CC(=O)NC(=O)C1N2CC3=C(C2=O)C=CC=C3N. Cell line: OVCAR-5. Synergy scores: CSS=36.3, Synergy_ZIP=-8.69, Synergy_Bliss=-3.94, Synergy_Loewe=-2.43, Synergy_HSA=-1.50.